From a dataset of NCI-60 drug combinations with 297,098 pairs across 59 cell lines. Regression. Given two drug SMILES strings and cell line genomic features, predict the synergy score measuring deviation from expected non-interaction effect. Cell line: LOX IMVI. Synergy scores: CSS=63.3, Synergy_ZIP=0.462, Synergy_Bliss=2.81, Synergy_Loewe=-2.79, Synergy_HSA=5.18. Drug 1: C1=CC=C(C=C1)NC(=O)CCCCCCC(=O)NO. Drug 2: CC1C(C(CC(O1)OC2CC(CC3=C2C(=C4C(=C3O)C(=O)C5=CC=CC=C5C4=O)O)(C(=O)C)O)N)O.